Dataset: Catalyst prediction with 721,799 reactions and 888 catalyst types from USPTO. Task: Predict which catalyst facilitates the given reaction. Reactant: [CH3:1][C:2]1[NH:9][C:5]2[N:6]=[CH:7][S:8][C:4]=2[C:3]=1[CH:10]([C:12]1[CH:17]=[CH:16][CH:15]=[CH:14][C:13]=1[S:18]([N:21]1[CH2:25][CH2:24][CH2:23][CH2:22]1)(=[O:20])=[O:19])O.FC(F)(F)S(O[Si](C)(C)C)(=O)=O.C([SiH](CC)CC)C.C([O-])(O)=O.[Na+]. Product: [CH3:1][C:2]1[NH:9][C:5]2[N:6]=[CH:7][S:8][C:4]=2[C:3]=1[CH2:10][C:12]1[CH:17]=[CH:16][CH:15]=[CH:14][C:13]=1[S:18]([N:21]1[CH2:25][CH2:24][CH2:23][CH2:22]1)(=[O:20])=[O:19]. The catalyst class is: 2.